Dataset: Forward reaction prediction with 1.9M reactions from USPTO patents (1976-2016). Task: Predict the product of the given reaction. (1) The product is: [Cl:1][C:2]1[CH:15]=[CH:14][C:5]([CH2:6][NH:7][C:8](=[O:13])[C:9]([CH3:12])([CH3:11])[CH3:10])=[CH:4][C:3]=1[N:16]1[C:20](=[O:21])[NH:19][C:18]([C:22]2[CH:27]=[CH:26][C:25]([C:30]#[C:29][CH:31]3[CH2:33][CH2:32]3)=[CH:24][CH:23]=2)=[N:17]1. Given the reactants [Cl:1][C:2]1[CH:15]=[CH:14][C:5]([CH2:6][NH:7][C:8](=[O:13])[C:9]([CH3:12])([CH3:11])[CH3:10])=[CH:4][C:3]=1[N:16]1[C:20](=[O:21])[NH:19][C:18]([C:22]2[CH:27]=[CH:26][C:25](I)=[CH:24][CH:23]=2)=[N:17]1.[C:29]([CH:31]1[CH2:33][CH2:32]1)#[CH:30].CCCC[N+](CCCC)(CCCC)CCCC.[F-], predict the reaction product. (2) Given the reactants [C:1]1([CH2:7][CH2:8][CH2:9][CH2:10][C:11]([OH:13])=O)[CH:6]=[CH:5][CH:4]=[CH:3][CH:2]=1.C(Cl)(=O)C([Cl:17])=O, predict the reaction product. The product is: [C:1]1([CH2:7][CH2:8][CH2:9][CH2:10][C:11]([Cl:17])=[O:13])[CH:6]=[CH:5][CH:4]=[CH:3][CH:2]=1. (3) Given the reactants Cl[C:2]1[CH:7]=[N:6][CH:5]=[C:4]([Cl:8])[N:3]=1.Cl.[O:10]1[CH2:15][CH2:14][CH:13]([CH2:16][NH2:17])[CH2:12][CH2:11]1.C(N(CC)CC)C, predict the reaction product. The product is: [Cl:8][C:4]1[N:3]=[C:2]([NH:17][CH2:16][CH:13]2[CH2:14][CH2:15][O:10][CH2:11][CH2:12]2)[CH:7]=[N:6][CH:5]=1.